From a dataset of Forward reaction prediction with 1.9M reactions from USPTO patents (1976-2016). Predict the product of the given reaction. (1) The product is: [NH2:5][CH2:6][C@H:7]1[N:14]([C:15]([C:17]2[N:18]=[C:19]([CH3:29])[S:20][C:21]=2[C:22]2[CH:23]=[C:24]([CH3:28])[CH:25]=[CH:26][CH:27]=2)=[O:16])[CH2:13][C@H:12]2[C@@H:8]1[CH2:9][CH:10]([CH3:30])[CH2:11]2. Given the reactants FC(F)(F)C([NH:5][CH2:6][C@H:7]1[N:14]([C:15]([C:17]2[N:18]=[C:19]([CH3:29])[S:20][C:21]=2[C:22]2[CH:23]=[C:24]([CH3:28])[CH:25]=[CH:26][CH:27]=2)=[O:16])[CH2:13][C@H:12]2[C@@H:8]1[CH2:9][CH:10]([CH3:30])[CH2:11]2)=O.C([O-])([O-])=O.[K+].[K+].CCOCC, predict the reaction product. (2) Given the reactants C(C1C=C(C=CC=1)C#N)(=[O:3])C.BrC1C=NC=C(C(F)(F)C)C=1.[F:23][C:24]([C:27]1[CH:28]=[C:29]([CH:32]=[CH:33][CH:34]=1)[C:30]#[N:31])([F:26])[CH3:25].CC(C[AlH]CC(C)C)C.Cl, predict the reaction product. The product is: [F:23][C:24]([C:27]1[CH:28]=[C:29]([CH:32]=[CH:33][CH:34]=1)[C:30]#[N:31])([F:26])[CH3:25].[F:23][C:24]([C:27]1[CH:28]=[C:29]([CH:32]=[CH:33][CH:34]=1)[CH:30]=[O:3])([F:26])[CH3:25]. (3) Given the reactants [BH4-].[Na+].[CH3:3][C:4]([C:23]1[CH:30]=[CH:29][C:26]([C:27]#[N:28])=[CH:25][CH:24]=1)([C:8]1[CH:13]=[CH:12][C:11]([C:14](=[O:22])[CH2:15][C:16]2[CH:21]=[CH:20][CH:19]=[CH:18][N:17]=2)=[CH:10][CH:9]=1)[CH:5]([CH3:7])[CH3:6], predict the reaction product. The product is: [OH:22][CH:14]([C:11]1[CH:12]=[CH:13][C:8]([C:4]([C:23]2[CH:30]=[CH:29][C:26]([C:27]#[N:28])=[CH:25][CH:24]=2)([CH3:3])[CH:5]([CH3:6])[CH3:7])=[CH:9][CH:10]=1)[CH2:15][C:16]1[CH:21]=[CH:20][CH:19]=[CH:18][N:17]=1. (4) Given the reactants [CH2:1]([N:8]([CH2:13][C:14]([OH:16])=O)[CH2:9][C:10]([OH:12])=O)[C:2]1[CH:7]=[CH:6][CH:5]=[CH:4][CH:3]=1.C(OC(=O)C)(=O)C.[CH:24]1[CH:29]=[CH:28][C:27]([CH2:30][CH2:31][NH2:32])=[CH:26][CH:25]=1.C(OC(C)C)(=O)C.C(=O)([O-])[O-].[K+].[K+], predict the reaction product. The product is: [CH2:1]([N:8]1[CH2:9][C:10](=[O:12])[N:32]([CH2:31][CH2:30][C:27]2[CH:28]=[CH:29][CH:24]=[CH:25][CH:26]=2)[C:14](=[O:16])[CH2:13]1)[C:2]1[CH:3]=[CH:4][CH:5]=[CH:6][CH:7]=1.